Dataset: Forward reaction prediction with 1.9M reactions from USPTO patents (1976-2016). Task: Predict the product of the given reaction. (1) Given the reactants [NH2:1][C:2]1[CH:7]=[CH:6][C:5]([C@H:8]2[N:13]([CH3:14])[CH2:12][CH2:11][N:10]([CH3:15])[C:9]2=[O:16])=[CH:4][CH:3]=1.Br[C:18]1[C:19](=[O:26])[N:20]([CH3:25])[CH:21]=[C:22]([Br:24])C=1.C([N:30](C(C)C)CC)(C)C, predict the reaction product. The product is: [Br:24][C:22]1[N:30]=[C:18]([NH:1][C:2]2[CH:3]=[CH:4][C:5]([C@@H:8]3[C:9](=[O:16])[N:10]([CH3:15])[CH2:11][CH2:12][N:13]3[CH3:14])=[CH:6][CH:7]=2)[C:19](=[O:26])[N:20]([CH3:25])[CH:21]=1. (2) Given the reactants [F:1][C:2]1[CH:3]=[C:4]([C:9]2[CH:14]=[CH:13][CH:12]=[CH:11][C:10]=2[S:15]([CH3:18])(=[O:17])=[O:16])[CH:5]=[CH:6][C:7]=1[NH2:8].C([O-])(O)=O.[Na+].[C:24](Cl)(=[O:27])[CH:25]=[CH2:26], predict the reaction product. The product is: [F:1][C:2]1[CH:3]=[C:4]([C:9]2[CH:14]=[CH:13][CH:12]=[CH:11][C:10]=2[S:15]([CH3:18])(=[O:17])=[O:16])[CH:5]=[CH:6][C:7]=1[NH:8][C:24](=[O:27])[CH:25]=[CH2:26].